From a dataset of Full USPTO retrosynthesis dataset with 1.9M reactions from patents (1976-2016). Predict the reactants needed to synthesize the given product. (1) The reactants are: [F:1][C:2]1[CH:7]=[CH:6][CH:5]=[CH:4][C:3]=1[N:8]1[C:16]2[C:11](=[C:12]([N:17]3[CH2:21][CH2:20][N:19]([CH2:22][C:23](O)=[O:24])[C:18]3=[O:26])[CH:13]=[CH:14][CH:15]=2)[CH:10]=[N:9]1.C([N:29]([CH:33]([CH3:35])[CH3:34])[CH:30]([CH3:32])C)C.CN(C([O:43]N1N=NC2C=CC=NC1=2)=[N+](C)C)C.F[P-](F)(F)(F)(F)F. Given the product [F:1][C:2]1[CH:7]=[CH:6][CH:5]=[CH:4][C:3]=1[N:8]1[C:16]2[C:11](=[C:12]([N:17]3[CH2:21][CH2:20][N:19]([CH2:22][C:23]([N:29]4[CH2:30][C@H:32]5[CH2:34][C@@H:33]4[CH2:35][O:43]5)=[O:24])[C:18]3=[O:26])[CH:13]=[CH:14][CH:15]=2)[CH:10]=[N:9]1, predict the reactants needed to synthesize it. (2) The reactants are: [N+:1]([O-:4])([OH:3])=[O:2].O[C@H:6]1[C@H:10]([O:11][CH3:12])[CH2:9][C@H:8]([C:13]([O:15][CH3:16])=[O:14])[CH2:7]1.C(=O)([O-])O.[Na+]. Given the product [CH3:12][O:11][C@@H:10]1[C@@H:6]([O:2][N+:1]([O-:4])=[O:3])[CH2:7][C@H:8]([C:13]([O:15][CH3:16])=[O:14])[CH2:9]1, predict the reactants needed to synthesize it. (3) Given the product [CH2:1]([O:3][C:4](=[O:15])[CH:5]([Cl:18])[C:6]1[CH:11]=[CH:10][C:9]([S:12][CH3:13])=[CH:8][CH:7]=1)[CH3:2], predict the reactants needed to synthesize it. The reactants are: [CH2:1]([O:3][C:4](=[O:15])[CH:5](O)[C:6]1[CH:11]=[CH:10][C:9]([S:12][CH3:13])=[CH:8][CH:7]=1)[CH3:2].O=S(Cl)[Cl:18]. (4) Given the product [Cl:19][C:14]1[CH:13]=[C:12]([CH:17]=[CH:16][C:15]=1[Cl:18])[O:11][CH:8]1[CH2:9][CH2:10][N:5]([CH2:4][C@H:3]([OH:20])[CH2:2][NH:1][C:30]([C:27]2[CH:28]=[CH:29][C:24]3[N:23]=[CH:22][S:21][C:25]=3[CH:26]=2)=[O:31])[CH2:6][CH2:7]1, predict the reactants needed to synthesize it. The reactants are: [NH2:1][CH2:2][C@@H:3]([OH:20])[CH2:4][N:5]1[CH2:10][CH2:9][CH:8]([O:11][C:12]2[CH:17]=[CH:16][C:15]([Cl:18])=[C:14]([Cl:19])[CH:13]=2)[CH2:7][CH2:6]1.[S:21]1[C:25]2[CH:26]=[C:27]([C:30](O)=[O:31])[CH:28]=[CH:29][C:24]=2[N:23]=[CH:22]1. (5) Given the product [CH:30]1([CH2:29][O:28][C:22]2[CH:23]=[C:24]([F:27])[CH:25]=[CH:26][C:21]=2[C:20]2[C:15]3[NH:14][C:13]([CH3:33])=[C:12]([C:10]([NH:9][C@H:6]4[CH2:7][CH2:8][C@@H:3]([NH:2][C:39](=[O:40])[C@@H:38]([OH:37])[CH3:42])[CH2:4][CH2:5]4)=[O:11])[C:16]=3[N:17]=[CH:18][N:19]=2)[CH2:31][CH2:32]1, predict the reactants needed to synthesize it. The reactants are: Cl.[NH2:2][C@@H:3]1[CH2:8][CH2:7][C@H:6]([NH:9][C:10]([C:12]2[C:16]3[N:17]=[CH:18][N:19]=[C:20]([C:21]4[CH:26]=[CH:25][C:24]([F:27])=[CH:23][C:22]=4[O:28][CH2:29][CH:30]4[CH2:32][CH2:31]4)[C:15]=3[NH:14][C:13]=2[CH3:33])=[O:11])[CH2:5][CH2:4]1.C([O:37][C@@H:38]([CH3:42])[C:39](Cl)=[O:40])(=O)C. (6) Given the product [F:1][C:2]1[CH:7]=[CH:6][C:5]([CH2:8][C:9]2[CH:18]=[C:17]3[C:12]([C:13]([OH:25])=[C:14]([C:20]([NH:32][CH2:31][CH:27]4[CH2:28][CH2:29][CH2:30][O:26]4)=[O:21])[C:15](=[O:19])[NH:16]3)=[N:11][CH:10]=2)=[CH:4][CH:3]=1, predict the reactants needed to synthesize it. The reactants are: [F:1][C:2]1[CH:7]=[CH:6][C:5]([CH2:8][C:9]2[CH:18]=[C:17]3[C:12]([C:13]([OH:25])=[C:14]([C:20](OCC)=[O:21])[C:15](=[O:19])[NH:16]3)=[N:11][CH:10]=2)=[CH:4][CH:3]=1.[O:26]1[CH2:30][CH2:29][CH2:28][CH:27]1[CH2:31][NH2:32]. (7) Given the product [CH2:14]([O:12][C:4]1[CH:5]=[C:6]([N+:9]([O-:11])=[O:10])[CH:7]=[CH:8][C:3]=1[O:2][CH3:1])[CH3:15], predict the reactants needed to synthesize it. The reactants are: [CH3:1][O:2][C:3]1[CH:8]=[CH:7][C:6]([N+:9]([O-:11])=[O:10])=[CH:5][C:4]=1[OH:12].I[CH2:14][CH3:15].C(=O)([O-])[O-].[K+].[K+]. (8) Given the product [CH3:6][C:7]1[O:8][C:9]([CH:18]([C:13]2([CH3:12])[CH2:17][CH2:16][CH2:15][O:14]2)[OH:19])=[CH:10][CH:11]=1, predict the reactants needed to synthesize it. The reactants are: C([Li])CCC.[CH3:6][C:7]1[O:8][CH:9]=[CH:10][CH:11]=1.[CH3:12][C:13]1([CH:18]=[O:19])[CH2:17][CH2:16][CH2:15][O:14]1.[Cl-].[NH4+]. (9) Given the product [C:1]([C:3]1[C:4]([C:29]2[CH:34]=[CH:33][CH:32]=[CH:31][CH:30]=2)=[C:5]2[CH2:28][CH2:27][CH2:26][C:6]2=[N:7][C:8]=1[S:9][CH2:10][C:11]1[N:12]=[C:13]([C:16]2[CH:25]=[CH:24][C:19]([C:20]([OH:22])=[O:21])=[CH:18][CH:17]=2)[S:14][CH:15]=1)#[N:2], predict the reactants needed to synthesize it. The reactants are: [C:1]([C:3]1[C:4]([C:29]2[CH:34]=[CH:33][CH:32]=[CH:31][CH:30]=2)=[C:5]2[CH2:28][CH2:27][CH2:26][C:6]2=[N:7][C:8]=1[S:9][CH2:10][C:11]1[N:12]=[C:13]([C:16]2[CH:25]=[CH:24][C:19]([C:20]([O:22]C)=[O:21])=[CH:18][CH:17]=2)[S:14][CH:15]=1)#[N:2].[OH-].[Na+].Cl. (10) Given the product [Cl:15][C:16]1[CH:24]=[CH:23][CH:22]=[C:21]([C:25]([F:26])([F:27])[F:28])[C:17]=1[C:18]([N:4]1[C:5]2[C:10](=[CH:9][CH:8]=[C:7]([C:11]([O:13][CH3:14])=[O:12])[CH:6]=2)[C:2]([I:1])=[N:3]1)=[O:19], predict the reactants needed to synthesize it. The reactants are: [I:1][C:2]1[C:10]2[C:5](=[CH:6][C:7]([C:11]([O:13][CH3:14])=[O:12])=[CH:8][CH:9]=2)[NH:4][N:3]=1.[Cl:15][C:16]1[CH:24]=[CH:23][CH:22]=[C:21]([C:25]([F:28])([F:27])[F:26])[C:17]=1[C:18](Cl)=[O:19].C(Cl)Cl.